This data is from Retrosynthesis with 50K atom-mapped reactions and 10 reaction types from USPTO. The task is: Predict the reactants needed to synthesize the given product. (1) The reactants are: O=[N+]([O-])c1ccc(Cl)nc1.OCc1ccccc1. Given the product O=[N+]([O-])c1ccc(OCc2ccccc2)nc1, predict the reactants needed to synthesize it. (2) Given the product COC(=O)C[C@@H]1COc2cc(O[C@@H]3CCc4c3ccc(C#N)c4Cc3c(F)cccc3F)ccc21, predict the reactants needed to synthesize it. The reactants are: COC(=O)C[C@@H]1COc2cc(O[C@@H]3CCc4c3ccc(C#N)c4Br)ccc21.Fc1cccc(F)c1C[Zn+]. (3) Given the product Clc1ccc2c(ccn2-c2ccncc2)c1, predict the reactants needed to synthesize it. The reactants are: Brc1ccncc1.Clc1ccc2[nH]ccc2c1. (4) Given the product O=C(NCCc1ccc(C2=NCCN2)cc1)c1ccc(S(=O)(=O)Nc2ccccc2Oc2ccc(Cl)cc2)cc1, predict the reactants needed to synthesize it. The reactants are: NCCc1ccc(C2=NCCN2)cc1.O=C(O)c1ccc(S(=O)(=O)Nc2ccccc2Oc2ccc(Cl)cc2)cc1. (5) Given the product CNC(=O)C1(C)NCCc2c1[nH]c1ccccc21, predict the reactants needed to synthesize it. The reactants are: CN.COC(=O)C1(C)NCCc2c1[nH]c1ccccc21. (6) Given the product CN(C)c1cc(C(F)(F)F)cc2nc(NC(=O)c3cccnc3)nn12, predict the reactants needed to synthesize it. The reactants are: CNC.O=C(Nc1nc2cc(C(F)(F)F)cc(Cl)n2n1)c1cccnc1. (7) Given the product CCOC(=O)c1nc2c(Br)nc(SCc3cccc(F)c3F)nc2[nH]c1=O, predict the reactants needed to synthesize it. The reactants are: BrC(Br)Br.CCOC(=O)c1nc2c(N)nc(SCc3cccc(F)c3F)nc2[nH]c1=O. (8) Given the product CCSc1ccc(S(C)(=O)=O)cc1C(=O)N1CCN(c2ccc(S(C)(=O)=O)cc2F)CC1, predict the reactants needed to synthesize it. The reactants are: CCSc1ccc(S(C)(=O)=O)cc1C(=O)O.CS(=O)(=O)c1ccc(N2CCNCC2)c(F)c1. (9) Given the product CCOC(=O)c1ccc(OCc2ccccn2)cc1, predict the reactants needed to synthesize it. The reactants are: CCOC(=O)c1ccc(O)cc1.ClCc1ccccn1. (10) Given the product COc1ccccc1C1CCCN1, predict the reactants needed to synthesize it. The reactants are: COc1ccccc1C1=NCCC1.